Dataset: Full USPTO retrosynthesis dataset with 1.9M reactions from patents (1976-2016). Task: Predict the reactants needed to synthesize the given product. Given the product [CH3:1]/[C:2](/[CH2:6][CH2:7]/[CH:8]=[C:9](\[CH3:16])/[CH2:10][CH2:11][CH:12]=[C:13]([CH3:15])[CH3:14])=[CH:3]\[CH:4]=[O:5], predict the reactants needed to synthesize it. The reactants are: [CH3:1]/[C:2](/[CH2:6][CH2:7]/[CH:8]=[C:9](\[CH3:16])/[CH2:10][CH2:11][CH:12]=[C:13]([CH3:15])[CH3:14])=[CH:3]\[CH2:4][OH:5].CC(C)[O-].[Al+3].CC(C)[O-].CC(C)[O-].BrC1C=CC=CC=1C=O.Cl.